Dataset: Reaction yield outcomes from USPTO patents with 853,638 reactions. Task: Predict the reaction yield, written as a fraction of the theoretical maximum amount of product (1.0 means a 100% yield; for example, 0.34 means a 34% yield). (1) The reactants are Cl[C:2]1[C:11]2[C:6](=[CH:7][C:8]([O:14][CH3:15])=[C:9]([O:12][CH3:13])[CH:10]=2)[N:5]=[C:4]([CH3:16])[N:3]=1.[NH2:17][C:18]1[CH:19]=[C:20]([C:24]([O-:26])=[O:25])[Se:21][C:22]=1[CH3:23].O.[CH:28](O)(C)C. No catalyst specified. The product is [CH3:13][O:12][C:9]1[CH:10]=[C:11]2[C:6](=[CH:7][C:8]=1[O:14][CH3:15])[N:5]=[C:4]([CH3:16])[N:3]=[C:2]2[NH:17][C:18]1[CH:19]=[C:20]([C:24]([O:26][CH3:28])=[O:25])[Se:21][C:22]=1[CH3:23]. The yield is 0.570. (2) The reactants are [CH3:1][O:2][C:3]([C:5]1[CH:14]=[C:13]([OH:15])[C:12]2[C:7](=[CH:8][C:9]([Cl:17])=[CH:10][C:11]=2[Cl:16])[CH:6]=1)=[O:4].C(=O)([O-])[O-].[K+].[K+].Br[CH2:25][C:26]([O:28][CH2:29][CH3:30])=[O:27]. The catalyst is CCCC[N+](CCCC)(CCCC)CCCC.[I-].CN(C=O)C.O. The product is [CH3:1][O:2][C:3]([C:5]1[CH:14]=[C:13]([O:15][CH2:25][C:26]([O:28][CH2:29][CH3:30])=[O:27])[C:12]2[C:7](=[CH:8][C:9]([Cl:17])=[CH:10][C:11]=2[Cl:16])[CH:6]=1)=[O:4]. The yield is 0.760. (3) The reactants are CC1C=CC(S(O[CH2:12][C@H:13]([OH:22])[C:14]2[CH:15]=[N:16][C:17]([O:20][CH3:21])=[CH:18][CH:19]=2)(=O)=O)=CC=1.C(=O)([O-])[O-].[K+].[K+]. The catalyst is CO. The product is [CH3:21][O:20][C:17]1[CH:18]=[CH:19][C:14]([C@@H:13]2[CH2:12][O:22]2)=[CH:15][N:16]=1. The yield is 0.420. (4) The reactants are [CH3:1][O:2][C:3]1[CH:8]=[CH:7][C:6]([CH2:9][NH2:10])=[CH:5][CH:4]=1.C(O)(=O)C.[F:15][C:16]1[CH:17]=[C:18]([CH:21]=[CH:22][C:23]=1[F:24])[CH:19]=O.C([BH3-])#N. The catalyst is ClCCl. The product is [F:15][C:16]1[CH:17]=[C:18]([CH:21]=[CH:22][C:23]=1[F:24])[CH2:19][NH:10][CH2:9][C:6]1[CH:7]=[CH:8][C:3]([O:2][CH3:1])=[CH:4][CH:5]=1. The yield is 0.800. (5) The reactants are [CH3:1][NH:2][CH:3]([CH2:5]/[CH:6]=[CH:7]/[C:8]1[CH:9]=[N:10][CH:11]=[C:12]([O:14][CH:15]([CH3:17])[CH3:16])[CH:13]=1)[CH3:4].[O:18]=[C:19]([OH:31])[C@@H:20]([C@H:22]([C@H:24]([C@@H:26]([C:28]([OH:30])=[O:29])[OH:27])[OH:25])[OH:23])[OH:21].O. The catalyst is CO. The product is [O:18]=[C:19]([OH:31])[C@@H:20]([C@H:22]([C@H:24]([C@@H:26]([C:28]([OH:30])=[O:29])[OH:27])[OH:25])[OH:23])[OH:21].[CH3:1][NH:2][CH:3]([CH2:5]/[CH:6]=[CH:7]/[C:8]1[CH:9]=[N:10][CH:11]=[C:12]([O:14][CH:15]([CH3:17])[CH3:16])[CH:13]=1)[CH3:4].[CH3:1][NH:2][CH:3]([CH2:5]/[CH:6]=[CH:7]/[C:8]1[CH:9]=[N:10][CH:11]=[C:12]([O:14][CH:15]([CH3:17])[CH3:16])[CH:13]=1)[CH3:4]. The yield is 0.931.